From a dataset of Forward reaction prediction with 1.9M reactions from USPTO patents (1976-2016). Predict the product of the given reaction. (1) Given the reactants [CH3:1][C:2]1[N:7]=[C:6]2[S:8][C:9]3[CH2:14][CH2:13][CH2:12][CH2:11][C:10]=3[C:5]2=[C:4]([C:15]2[CH:20]=[CH:19][C:18]([O:21][C:22]([F:25])([F:24])[F:23])=[CH:17][CH:16]=2)[C:3]=1[CH2:26][C:27]([O:29][CH3:30])=[O:28].[Li+].C[Si]([N-][Si](C)(C)C)(C)C.[CH2:41]1[CH2:45]OC[CH2:42]1.ICCC, predict the reaction product. The product is: [CH3:1][C:2]1[N:7]=[C:6]2[S:8][C:9]3[CH2:14][CH2:13][CH2:12][CH2:11][C:10]=3[C:5]2=[C:4]([C:15]2[CH:20]=[CH:19][C:18]([O:21][C:22]([F:24])([F:25])[F:23])=[CH:17][CH:16]=2)[C:3]=1[CH:26]([CH2:42][CH2:41][CH3:45])[C:27]([O:29][CH3:30])=[O:28]. (2) Given the reactants Cl.[NH2:2][OH:3].C(N(CC)CC)C.[CH2:11]([C:15]1[N:19]([C:20]2[CH:25]=[CH:24][CH:23]=[CH:22][CH:21]=2)[N:18]=[C:17]([CH:26]=O)[CH:16]=1)[CH:12]([CH3:14])[CH3:13], predict the reaction product. The product is: [CH2:11]([C:15]1[N:19]([C:20]2[CH:25]=[CH:24][CH:23]=[CH:22][CH:21]=2)[N:18]=[C:17]([CH:26]=[N:2][OH:3])[CH:16]=1)[CH:12]([CH3:14])[CH3:13].